Dataset: Full USPTO retrosynthesis dataset with 1.9M reactions from patents (1976-2016). Task: Predict the reactants needed to synthesize the given product. (1) Given the product [CH3:1][C:2]1[CH2:7][CH2:6][CH:5]=[N:4][C:3]=1[CH:8]1[CH2:13][CH2:12][CH2:11][CH:10]([C:14]2[C:19]([CH3:20])=[CH:18][CH:17]=[CH:16][N:15]=2)[N:9]1[CH2:22][C:23]1[CH:24]=[C:25]([CH:26]=[CH:27][CH:28]=1)[C:29]#[N:30], predict the reactants needed to synthesize it. The reactants are: [CH3:1][C:2]1[C:3]([CH:8]2[CH2:13][CH2:12][CH2:11][CH:10]([C:14]3[C:19]([CH3:20])=[CH:18][CH:17]=[CH:16][N:15]=3)[NH:9]2)=[N:4][CH:5]=[CH:6][CH:7]=1.Br[CH2:22][C:23]1[CH:28]=[CH:27][CH:26]=[C:25]([C:29]#[N:30])[CH:24]=1.CCN(C(C)C)C(C)C. (2) The reactants are: [NH2:1][C:2]1[CH:7]=[C:6]([Cl:8])[C:5]([Cl:9])=[CH:4][C:3]=1[OH:10].[CH2:11]([O:13][C:14](=[O:17])[CH:15]=O)[CH3:12].CC(O)=O.[BH-](OC(C)=O)(OC(C)=O)OC(C)=O.[Na+]. Given the product [Cl:9][C:5]1[C:6]([Cl:8])=[CH:7][C:2]([NH:1][CH2:15][C:14]([O:13][CH2:11][CH3:12])=[O:17])=[C:3]([OH:10])[CH:4]=1, predict the reactants needed to synthesize it. (3) Given the product [F:17][C:18]([F:31])([F:32])[C:19]1[CH:20]=[C:21]([CH:24]=[C:25]([C:27]([F:30])([F:28])[F:29])[CH:26]=1)[CH2:22][O:11][C:10](=[O:12])[C:9]1[CH:13]=[CH:14][CH:15]=[CH:16][C:8]=1[O:1][C:2]1[CH:3]=[CH:4][CH:5]=[CH:6][CH:7]=1, predict the reactants needed to synthesize it. The reactants are: [O:1]([C:8]1[CH:16]=[CH:15][CH:14]=[CH:13][C:9]=1[C:10]([OH:12])=[O:11])[C:2]1[CH:7]=[CH:6][CH:5]=[CH:4][CH:3]=1.[F:17][C:18]([F:32])([F:31])[C:19]1[CH:20]=[C:21]([CH:24]=[C:25]([C:27]([F:30])([F:29])[F:28])[CH:26]=1)[CH2:22]O.C1(N=C=NC2CCCCC2)CCCCC1.